Dataset: Full USPTO retrosynthesis dataset with 1.9M reactions from patents (1976-2016). Task: Predict the reactants needed to synthesize the given product. Given the product [C:33]([OH:39])([C:35]([F:38])([F:37])[F:36])=[O:34].[NH2:5][CH2:9][CH:10]([N:18]([OH:32])[C:19]([C:21]1[S:22][CH:23]=[C:24]([C:26]2[N:30]([CH3:31])[N:29]=[CH:28][CH:27]=2)[CH:25]=1)=[O:20])[CH2:11][C:12]1[CH:13]=[CH:14][CH:15]=[CH:16][CH:17]=1, predict the reactants needed to synthesize it. The reactants are: CC([N:5]([CH2:9][CH:10]([N:18]([OH:32])[C:19]([C:21]1[S:22][CH:23]=[C:24]([C:26]2[N:30]([CH3:31])[N:29]=[CH:28][CH:27]=2)[CH:25]=1)=[O:20])[CH2:11][C:12]1[CH:17]=[CH:16][CH:15]=[CH:14][CH:13]=1)C(=O)[O-])(C)C.[C:33]([OH:39])([C:35]([F:38])([F:37])[F:36])=[O:34].